Dataset: Reaction yield outcomes from USPTO patents with 853,638 reactions. Task: Predict the reaction yield, written as a fraction of the theoretical maximum amount of product (1.0 means a 100% yield; for example, 0.34 means a 34% yield). (1) The reactants are [Cl:1][C:2]1[CH:26]=[CH:25][CH:24]=[CH:23][C:3]=1[C:4]([C:6]1[S:10][C:9]([NH:11][C:12](=[O:22])[CH:13]([C:16]2[CH:21]=[CH:20][CH:19]=[CH:18][CH:17]=2)[CH2:14][CH3:15])=[N:8][CH:7]=1)=[O:5].[BH4-].[Na+]. The catalyst is CO. The product is [Cl:1][C:2]1[CH:26]=[CH:25][CH:24]=[CH:23][C:3]=1[CH:4]([OH:5])[C:6]1[S:10][C:9]([NH:11][C:12](=[O:22])[CH:13]([C:16]2[CH:21]=[CH:20][CH:19]=[CH:18][CH:17]=2)[CH2:14][CH3:15])=[N:8][CH:7]=1. The yield is 0.450. (2) The reactants are F[C:2]1[C:7]([F:8])=[CH:6][N:5]=[C:4]2[NH:9][CH:10]=[C:11]([NH:12][C:13](=[O:20])[C:14]3[CH:19]=[CH:18][CH:17]=[N:16][CH:15]=3)[C:3]=12.[NH:21]1[CH2:26][CH2:25][CH2:24][C@@H:23]([NH:27]C(=O)OC(C)(C)C)[CH2:22]1.CCN(C(C)C)C(C)C.C(O)(C(F)(F)F)=O.C(Cl)[Cl:52]. The catalyst is CCCCO. The product is [ClH:52].[NH2:27][C@@H:23]1[CH2:24][CH2:25][CH2:26][N:21]([C:2]2[C:7]([F:8])=[CH:6][N:5]=[C:4]3[NH:9][CH:10]=[C:11]([NH:12][C:13](=[O:20])[C:14]4[CH:19]=[CH:18][CH:17]=[N:16][CH:15]=4)[C:3]=23)[CH2:22]1. The yield is 0.660. (3) The reactants are [OH:1][C:2]1[CH:7]=[CH:6][C:5]([CH2:8][CH2:9][C:10]([OH:12])=[O:11])=[CH:4][CH:3]=1.C(=O)([O-])[O-].[K+].[K+].[CH2:19](Br)[C:20]1[CH:25]=[CH:24][CH:23]=[CH:22][CH:21]=1. The catalyst is CN(C)C=O.C1(C)C=CC=CC=1.O. The product is [OH:1][C:2]1[CH:3]=[CH:4][C:5]([CH2:8][CH2:9][C:10]([O:12][CH2:19][C:20]2[CH:25]=[CH:24][CH:23]=[CH:22][CH:21]=2)=[O:11])=[CH:6][CH:7]=1. The yield is 0.940. (4) The reactants are [CH2:1]([O:3][C:4]([C:6]1[CH:7]=[N:8][N:9]([C:11]2[N:15]([CH2:16][O:17][CH2:18][CH2:19][O:20][CH3:21])[C:14]3[CH:22]=[C:23]([Cl:34])[C:24](SC4C=CC(Cl)=CC=4)=[CH:25][C:13]=3[N:12]=2)[CH:10]=1)=[O:5])[CH3:2].ClC1C(SC2C=CC(Cl)=CC=2)=CC2N=C(N3C=C(C(O)=O)C=N3)NC=2C=1.[CH:61]1[CH:66]=[C:65]([Cl:67])[CH:64]=[C:63](C(OO)=O)[CH:62]=1.[S:72]([O-:76])([O-])(=[O:74])=S.[Na+].[Na+]. The catalyst is C([O-])(O)=O.[Na+].ClCCl. The product is [CH2:1]([O:3][C:4]([C:6]1[CH:7]=[N:8][N:9]([C:11]2[N:15]([CH2:16][O:17][CH2:18][CH2:19][O:20][CH3:21])[C:14]3[CH:22]=[C:23]([Cl:34])[C:24]([S:72]([C:62]4[CH:61]=[CH:66][C:65]([Cl:67])=[CH:64][CH:63]=4)(=[O:76])=[O:74])=[CH:25][C:13]=3[N:12]=2)[CH:10]=1)=[O:5])[CH3:2]. The yield is 0.890. (5) The reactants are [Cl:1][C:2]1[O:6][C:5]([C:7]([NH:9][C@@H:10]([CH2:23][C:24]2[CH:29]=[CH:28][CH:27]=[CH:26][C:25]=2[C:30]([F:33])([F:32])[F:31])[CH2:11][N:12]2C(=O)C3C(=CC=CC=3)C2=O)=[O:8])=[CH:4][C:3]=1[C:34]1[N:38]([CH3:39])[N:37]=[CH:36][CH:35]=1.NN. The catalyst is O1CCCC1.CO. The product is [NH2:12][CH2:11][C@@H:10]([NH:9][C:7]([C:5]1[O:6][C:2]([Cl:1])=[C:3]([C:34]2[N:38]([CH3:39])[N:37]=[CH:36][CH:35]=2)[CH:4]=1)=[O:8])[CH2:23][C:24]1[CH:29]=[CH:28][CH:27]=[CH:26][C:25]=1[C:30]([F:33])([F:32])[F:31]. The yield is 0.660. (6) The reactants are C([NH:4][C:5]1[CH:10]=[CH:9][C:8]([CH:11]([O:15][CH2:16][CH3:17])[C:12]([OH:14])=[O:13])=[CH:7][CH:6]=1)(=O)C. The catalyst is O.NN. The product is [CH2:16]([O:15][CH:11]([C:8]1[CH:7]=[CH:6][C:5]([NH2:4])=[CH:10][CH:9]=1)[C:12]([OH:14])=[O:13])[CH3:17]. The yield is 0.370. (7) The reactants are [C:1]([O:5][C:6]([NH:8][C@H:9]([CH2:29]C=C)[C:10]([O:12][CH2:13][C@@H:14]([C:22]1[CH:27]=[CH:26][C:25]([F:28])=[CH:24][CH:23]=1)[NH:15][C:16](=[O:21])[CH2:17][CH2:18][CH:19]=[CH2:20])=[O:11])=[O:7])([CH3:4])([CH3:3])[CH3:2]. The catalyst is ClCCl.Cl[Ru](=C1N(C2C(C)=CC(C)=CC=2C)CCN1C1C(C)=CC(C)=CC=1C)(Cl)(=CC1C=CC=CC=1)[P](C1CCCCC1)(C1CCCCC1)C1CCCCC1. The product is [F:28][C:25]1[CH:24]=[CH:23][C:22]([C@H:14]2[NH:15][C:16](=[O:21])[CH2:17][CH2:18][CH:19]=[CH:20][CH2:29][C@@H:9]([NH:8][C:6](=[O:7])[O:5][C:1]([CH3:4])([CH3:2])[CH3:3])[C:10](=[O:11])[O:12][CH2:13]2)=[CH:27][CH:26]=1. The yield is 0.850. (8) The reactants are [S:1]1[C:5]([CH2:6][O:7][C:8]([NH:10][C@H:11]([CH2:33][C:34]2[CH:39]=[CH:38][CH:37]=[CH:36][CH:35]=2)[CH2:12][NH:13][CH2:14][C@@H:15]([NH:23][C:24]([O:26][CH2:27][C:28]2[S:32][CH:31]=[N:30][CH:29]=2)=[O:25])[CH2:16][C:17]2[CH:22]=[CH:21][CH:20]=[CH:19][CH:18]=2)=[O:9])=[CH:4][N:3]=[CH:2]1.[CH3:40][C:41]([CH3:45])([CH3:44])[CH:42]=O.C(O)(=O)C.C(O[BH-](OC(=O)C)OC(=O)C)(=O)C.[Na+].C([O-])(O)=O.[Na+]. The catalyst is ClCCCl. The product is [CH3:40][C:41]([CH3:45])([CH3:44])[CH2:42][N:13]([CH2:14][C@H:15]([NH:23][C:24]([O:26][CH2:27][C:28]1[S:32][CH:31]=[N:30][CH:29]=1)=[O:25])[CH2:16][C:17]1[CH:18]=[CH:19][CH:20]=[CH:21][CH:22]=1)[CH2:12][C@@H:11]([NH:10][C:8]([O:7][CH2:6][C:5]1[S:1][CH:2]=[N:3][CH:4]=1)=[O:9])[CH2:33][C:34]1[CH:39]=[CH:38][CH:37]=[CH:36][CH:35]=1. The yield is 0.130.